Dataset: Peptide-MHC class I binding affinity with 185,985 pairs from IEDB/IMGT. Task: Regression. Given a peptide amino acid sequence and an MHC pseudo amino acid sequence, predict their binding affinity value. This is MHC class I binding data. The peptide sequence is FFASFYYIWK. The MHC is HLA-A11:01 with pseudo-sequence HLA-A11:01. The binding affinity (normalized) is 0.492.